This data is from NCI-60 drug combinations with 297,098 pairs across 59 cell lines. The task is: Regression. Given two drug SMILES strings and cell line genomic features, predict the synergy score measuring deviation from expected non-interaction effect. (1) Drug 1: CC12CCC3C(C1CCC2=O)CC(=C)C4=CC(=O)C=CC34C. Drug 2: CC(CN1CC(=O)NC(=O)C1)N2CC(=O)NC(=O)C2. Cell line: SF-539. Synergy scores: CSS=51.2, Synergy_ZIP=0.103, Synergy_Bliss=2.98, Synergy_Loewe=3.02, Synergy_HSA=4.87. (2) Drug 1: CN(C(=O)NC(C=O)C(C(C(CO)O)O)O)N=O. Drug 2: C1CNP(=O)(OC1)N(CCCl)CCCl. Cell line: HCT-15. Synergy scores: CSS=-6.61, Synergy_ZIP=-2.48, Synergy_Bliss=-7.28, Synergy_Loewe=-15.7, Synergy_HSA=-10.6.